Dataset: Reaction yield outcomes from USPTO patents with 853,638 reactions. Task: Predict the reaction yield, written as a fraction of the theoretical maximum amount of product (1.0 means a 100% yield; for example, 0.34 means a 34% yield). (1) The reactants are P(Cl)(Cl)(Cl)=O.[CH3:6][O:7][CH2:8][CH2:9][CH2:10][C:11]1[N:15]([C:16]2[C:17]([CH3:25])=[C:18]([CH:22]=[CH:23][CH:24]=2)[C:19]([NH2:21])=O)[C:14]([C:26]2[CH:27]=[N:28][C:29]([C:32]3[CH:37]=[CH:36][CH:35]=[CH:34][CH:33]=3)=[CH:30][CH:31]=2)=[N:13][N:12]=1. No catalyst specified. The product is [CH3:6][O:7][CH2:8][CH2:9][CH2:10][C:11]1[N:15]([C:16]2[C:17]([CH3:25])=[C:18]([CH:22]=[CH:23][CH:24]=2)[C:19]#[N:21])[C:14]([C:26]2[CH:27]=[N:28][C:29]([C:32]3[CH:37]=[CH:36][CH:35]=[CH:34][CH:33]=3)=[CH:30][CH:31]=2)=[N:13][N:12]=1. The yield is 0.520. (2) The product is [S:29]1[C:33]2[CH:34]=[CH:35][C:36]([NH:38][C:7]3[C:6]([C:9]([N:11]4[CH2:16][CH2:15][CH:14]([C:17]5[CH:18]=[CH:19][C:20]([F:23])=[CH:21][CH:22]=5)[CH2:13][CH2:12]4)=[O:10])=[CH:5][N:4]([CH2:24][CH2:25][O:26][CH3:27])[C:3](=[O:28])[C:2]=3[Cl:1])=[CH:37][C:32]=2[N:31]=[CH:30]1. No catalyst specified. The reactants are [Cl:1][C:2]1[C:3](=[O:28])[N:4]([CH2:24][CH2:25][O:26][CH3:27])[CH:5]=[C:6]([C:9]([N:11]2[CH2:16][CH2:15][CH:14]([C:17]3[CH:22]=[CH:21][C:20]([F:23])=[CH:19][CH:18]=3)[CH2:13][CH2:12]2)=[O:10])[C:7]=1Cl.[S:29]1[C:33]2[CH:34]=[CH:35][C:36]([NH2:38])=[CH:37][C:32]=2[N:31]=[CH:30]1. The yield is 0.660. (3) The reactants are [CH2:1]([C:5]1[N:10]=[C:9]([CH3:11])[N:8]([CH2:12][C:13](=O)[C:14]([CH3:17])([CH3:16])[CH3:15])[C:7](=[O:19])[C:6]=1[CH2:20][C:21]1[CH:26]=[CH:25][C:24]([C:27]2[CH:32]=[CH:31][CH:30]=[CH:29][C:28]=2[C:33]2[NH:37][C:36](=[O:38])[O:35][N:34]=2)=[CH:23][C:22]=1[F:39])[CH2:2][CH2:3][CH3:4].Cl.[NH2:41][O:42][CH:43]([CH3:45])[CH3:44].N1C=CC=CC=1. The catalyst is C(OCC)(=O)C. The product is [CH2:1]([C:5]1[N:10]=[C:9]([CH3:11])[N:8]([CH2:12]/[C:13](=[N:41]\[O:42][CH:43]([CH3:45])[CH3:44])/[C:14]([CH3:15])([CH3:16])[CH3:17])[C:7](=[O:19])[C:6]=1[CH2:20][C:21]1[CH:26]=[CH:25][C:24]([C:27]2[CH:32]=[CH:31][CH:30]=[CH:29][C:28]=2[C:33]2[NH:37][C:36](=[O:38])[O:35][N:34]=2)=[CH:23][C:22]=1[F:39])[CH2:2][CH2:3][CH3:4]. The yield is 0.220. (4) The reactants are C1(S([CH:10]([F:12])[F:11])(=O)=O)C=CC=CC=1.Cl[Si:14]([CH2:19][CH3:20])([CH2:17][CH3:18])[CH2:15][CH3:16]. The catalyst is CN(C=O)C. The product is [F:12][CH:10]([Si:14]([CH2:19][CH3:20])([CH2:17][CH3:18])[CH2:15][CH3:16])[F:11]. The yield is 0.510. (5) The reactants are C([CH:5]([OH:35])[C@H:6]1[O:10][C@@H:9]([N:11]2[C:26]3[C:14]([C:15]([N:17]=[C:18]([N:25]=3)[NH:19][C:20](=[O:24])[CH:21]([CH3:23])[CH3:22])=[O:16])=[N:13][C:12]2=[SiH2])[C@H:8]([O:28][CH3:29])[C@@H:7]1[O:30]C(C)(C)C)(C)(C)C.N1C=CC=CC=1.N1C=CC=CC=1.F. The catalyst is ClCCl. The product is [CH3:29][O:28][C@@H:8]1[C@H:7]([OH:30])[C@@H:6]([CH2:5][OH:35])[O:10][C@H:9]1[N:11]1[C:26]2[N:25]=[C:18]([NH:19][C:20](=[O:24])[CH:21]([CH3:23])[CH3:22])[NH:17][C:15](=[O:16])[C:14]=2[N:13]=[CH:12]1. The yield is 0.930.